Task: Predict which catalyst facilitates the given reaction.. Dataset: Catalyst prediction with 721,799 reactions and 888 catalyst types from USPTO (1) Reactant: [Si:1]([O:8][C@H:9]([C@@:11]1([NH:31][C:32]([N:34]([CH3:36])[CH3:35])=[O:33])[C:16](=[O:17])[C@@:15]2([CH2:18][OH:19])[C@H:13]([O:14]2)[C@@H:12]1[NH:20][C:21](=[O:30])[O:22][CH2:23][C:24]1[CH:29]=[CH:28][CH:27]=[CH:26][CH:25]=1)[CH3:10])([C:4]([CH3:7])([CH3:6])[CH3:5])([CH3:3])[CH3:2].CCN(CC)CC.[CH3:44][C:45]([Si:48](Cl)([C:55]1[CH:60]=[CH:59][CH:58]=[CH:57][CH:56]=1)[C:49]1[CH:54]=[CH:53][CH:52]=[CH:51][CH:50]=1)([CH3:47])[CH3:46].[NH4+].[Cl-]. Product: [Si:1]([O:8][C@H:9]([C@@:11]1([NH:31][C:32]([N:34]([CH3:36])[CH3:35])=[O:33])[C:16](=[O:17])[C@@:15]2([CH2:18][O:19][Si:48]([C:45]([CH3:47])([CH3:46])[CH3:44])([C:55]3[CH:56]=[CH:57][CH:58]=[CH:59][CH:60]=3)[C:49]3[CH:54]=[CH:53][CH:52]=[CH:51][CH:50]=3)[C@H:13]([O:14]2)[C@@H:12]1[NH:20][C:21](=[O:30])[O:22][CH2:23][C:24]1[CH:29]=[CH:28][CH:27]=[CH:26][CH:25]=1)[CH3:10])([C:4]([CH3:6])([CH3:5])[CH3:7])([CH3:3])[CH3:2]. The catalyst class is: 79. (2) Reactant: [OH:1][C:2]1[CH:3]=[C:4]([C:8]23[CH2:15][CH2:14][C:11]([CH2:16][C:17]([O:19][CH3:20])=[O:18])([CH2:12][CH2:13]2)[CH2:10][O:9]3)[CH:5]=[CH:6][CH:7]=1.[O:21]1[CH:26]=[CH:25][CH2:24][CH2:23][CH2:22]1.CC1C=CC(S([O-])(=O)=O)=CC=1.C1C=C[NH+]=CC=1. Product: [O:21]1[CH2:26][CH2:25][CH2:24][CH2:23][CH:22]1[O:1][C:2]1[CH:3]=[C:4]([C:8]23[CH2:13][CH2:12][C:11]([CH2:16][C:17]([O:19][CH3:20])=[O:18])([CH2:14][CH2:15]2)[CH2:10][O:9]3)[CH:5]=[CH:6][CH:7]=1. The catalyst class is: 2. (3) Reactant: [ClH:1].[NH2:2][C@@H:3]1[CH2:5][C@H:4]1[C:6]1[CH:11]=[CH:10][C:9]([NH:12][C:13](=[O:33])[C@@H:14]([CH2:26][C:27]2[CH:32]=[CH:31][CH:30]=[CH:29][CH:28]=2)[NH:15][C:16]([O:18][CH2:19][C:20]2[CH:25]=[CH:24][CH:23]=[CH:22][CH:21]=2)=[O:17])=[CH:8][CH:7]=1.C(=O)([O-])O.[Na+].[CH:39](=O)[C:40]1[CH:45]=[CH:44][CH:43]=[CH:42][CH:41]=1.[BH4-].[Na+]. Product: [ClH:1].[CH2:39]([NH:2][C@@H:3]1[CH2:5][C@H:4]1[C:6]1[CH:11]=[CH:10][C:9]([NH:12][C:13](=[O:33])[C@@H:14]([CH2:26][C:27]2[CH:28]=[CH:29][CH:30]=[CH:31][CH:32]=2)[NH:15][C:16]([O:18][CH2:19][C:20]2[CH:21]=[CH:22][CH:23]=[CH:24][CH:25]=2)=[O:17])=[CH:8][CH:7]=1)[C:40]1[CH:45]=[CH:44][CH:43]=[CH:42][CH:41]=1. The catalyst class is: 36. (4) Reactant: Cl[CH2:2][CH2:3][CH2:4][S:5]([NH:8][CH:9]1[CH2:14][CH2:13][CH2:12][CH2:11][CH:10]1[N:15]1[CH:24]([C:25]2[CH:30]=[CH:29][C:28]([Cl:31])=[CH:27][C:26]=2[Cl:32])[CH:23]([C:33]([O:35][CH2:36][CH3:37])=[O:34])[C:22]2[C:17](=[CH:18][CH:19]=[CH:20][CH:21]=2)[C:16]1=[O:38])(=[O:7])=[O:6].[H-].[Na+].C(OCC)(=O)C.O. Product: [Cl:32][C:26]1[CH:27]=[C:28]([Cl:31])[CH:29]=[CH:30][C:25]=1[CH:24]1[CH:23]([C:33]([O:35][CH2:36][CH3:37])=[O:34])[CH:22]2[C:17](=[CH:18][CH:19]=[CH:20][CH2:21]2)[C:16](=[O:38])[N:15]1[CH:10]1[CH2:11][CH2:12][CH2:13][CH2:14][CH:9]1[N:8]1[CH2:2][CH2:3][CH2:4][S:5]1(=[O:6])=[O:7]. The catalyst class is: 1. (5) Reactant: Br[C:2]1[N:7]=[N:6][CH:5]=[C:4]([C:8]2[CH:9]=[C:10]([C:23]3[CH:28]=[CH:27][CH:26]=[CH:25][N:24]=3)[C:11]3[S:15][C:14]([NH:16][C:17]([NH:19][CH2:20][CH3:21])=[O:18])=[N:13][C:12]=3[CH:22]=2)[CH:3]=1.CCN(CC)CC.Cl.[CH3:37][C:38]1([C:44]([O:46][CH2:47][CH3:48])=[O:45])[CH2:43][CH2:42][NH:41][CH2:40][CH2:39]1.O. Product: [CH2:20]([NH:19][C:17](=[O:18])[NH:16][C:14]1[S:15][C:11]2[C:10]([C:23]3[CH:28]=[CH:27][CH:26]=[CH:25][N:24]=3)=[CH:9][C:8]([C:4]3[CH:3]=[C:2]([N:41]4[CH2:42][CH2:43][C:38]([CH3:37])([C:44]([O:46][CH2:47][CH3:48])=[O:45])[CH2:39][CH2:40]4)[N:7]=[N:6][CH:5]=3)=[CH:22][C:12]=2[N:13]=1)[CH3:21]. The catalyst class is: 3. (6) Reactant: [CH3:1][O:2][C:3]1[CH:10]=[CH:9][CH:8]=[CH:7][C:4]=1[CH2:5][NH2:6].[C:11](OC([O-])=O)([O:13][C:14]([CH3:17])([CH3:16])[CH3:15])=[O:12]. The catalyst class is: 7. Product: [CH3:1][O:2][C:3]1[CH:10]=[CH:9][CH:8]=[CH:7][C:4]=1[CH2:5][NH:6][C:11](=[O:12])[O:13][C:14]([CH3:17])([CH3:16])[CH3:15].